This data is from Forward reaction prediction with 1.9M reactions from USPTO patents (1976-2016). The task is: Predict the product of the given reaction. (1) Given the reactants C1(S(C2C=CC(CC[C@@H](O)CO)=C(Br)C=2)(=O)=O)C=CC=CC=1.[C:23]1([S:29]([C:32]2[CH:41]=[C:40]3[C:35]([CH2:36][CH2:37][C@H:38]([CH2:42][NH:43][CH3:44])[O:39]3)=[CH:34][CH:33]=2)(=[O:31])=[O:30])[CH:28]=[CH:27][CH:26]=[CH:25][CH:24]=1, predict the reaction product. The product is: [C:23]1([S:29]([C:32]2[CH:41]=[C:40]3[C:35]([CH2:36][CH2:37][C@@H:38]([CH2:42][NH:43][CH3:44])[O:39]3)=[CH:34][CH:33]=2)(=[O:31])=[O:30])[CH:24]=[CH:25][CH:26]=[CH:27][CH:28]=1. (2) Given the reactants [O:1]=[C:2]1[C:11]2[CH:10]=[CH:9][CH:8]=[C:7]3[NH:12][CH:13](C4C=CC(C=O)=CC=4)[CH:14]([C:15]4[CH:20]=[CH:19][CH:18]=[CH:17][CH:16]=4)[C:5]([C:6]=23)=[N:4][NH:3]1.C(Cl)Cl.[CH2:32]([N:34]1[CH2:39][CH2:38][NH:37][CH2:36][CH:35]1[CH3:40])[CH3:33].[BH4-].[Na+], predict the reaction product. The product is: [CH2:32]([N:34]1[CH2:39][CH2:38][N:37]([CH2:5][C:6]2[CH:7]=[CH:8][CH:9]=[CH:10][C:11]=2[C:10]2[C:11]3[C:2](=[O:1])[NH:3][N:4]=[C:5]4[CH:14]([C:15]5[CH:20]=[CH:19][CH:18]=[CH:17][CH:16]=5)[CH2:13][NH:12][C:7]([C:6]=34)=[CH:8][CH:9]=2)[CH2:36][CH:35]1[CH3:40])[CH3:33]. (3) Given the reactants [Si]([O:8][CH2:9][C:10]1[N:14]([CH:15]([C:20]2[CH:27]=[CH:26][CH:25]=[C:24]([Cl:28])[C:21]=2[C:22]#N)[C:16]([OH:19])([CH3:18])[CH3:17])[CH:13]=[N:12][CH:11]=1)(C(C)(C)C)(C)C.S(=O)(=O)(O)[OH:30].C(=O)(O)[O-].[Na+], predict the reaction product. The product is: [Cl:28][C:24]1[CH:25]=[CH:26][CH:27]=[C:20]2[C:21]=1[C:22](=[O:30])[O:19][C:16]([CH3:18])([CH3:17])[CH:15]2[N:14]1[C:10]([CH2:9][OH:8])=[CH:11][N:12]=[CH:13]1. (4) Given the reactants [NH2:1][C:2]1([C:15](=[O:47])[NH:16][C@H:17]([B:34]2[O:42]C3C(C)(C4CC(C3)C4(C)C)[O:35]2)[CH2:18][C:19]2[CH:24]=[CH:23][CH:22]=[C:21]([C:25]([O:27]C(C)(C)C)=[O:26])[C:20]=2OC)[CH2:7][CH2:6][N:5](C(OC(C)(C)C)=O)[CH2:4][CH2:3]1.B(Cl)(Cl)Cl, predict the reaction product. The product is: [NH2:1][C:2]1([C:15]([NH:16][CH:17]2[CH2:18][C:19]3[CH:24]=[CH:23][CH:22]=[C:21]([C:25]([OH:27])=[O:26])[C:20]=3[O:35][B:34]2[OH:42])=[O:47])[CH2:7][CH2:6][NH:5][CH2:4][CH2:3]1. (5) Given the reactants [CH3:1][C:2]1[N:7]=[CH:6][C:5]([CH:8]([CH2:13][CH2:14][CH2:15][CH2:16][CH2:17][CH2:18][CH2:19][NH:20][C:21]2[N:26]=[CH:25][CH:24]=[CH:23][N:22]=2)[CH2:9][C:10]([OH:12])=[O:11])=[CH:4][N:3]=1.[H][H], predict the reaction product. The product is: [CH3:1][C:2]1[N:3]=[CH:4][C:5]([CH:8]([CH2:13][CH2:14][CH2:15][CH2:16][CH2:17][CH2:18][CH2:19][NH:20][C:21]2[NH:26][CH2:25][CH2:24][CH2:23][N:22]=2)[CH2:9][C:10]([OH:12])=[O:11])=[CH:6][N:7]=1.